From a dataset of Forward reaction prediction with 1.9M reactions from USPTO patents (1976-2016). Predict the product of the given reaction. Given the reactants CI.[Br:3][C:4]1[C:5]([NH:24][S:25]([CH3:28])(=[O:27])=[O:26])=[CH:6][C:7]2[O:11][C:10]([C:12]3[CH:17]=[CH:16][C:15]([F:18])=[CH:14][CH:13]=3)=[C:9]([C:19]([NH:21][CH3:22])=[O:20])[C:8]=2[CH:23]=1.[C:29]([O-])([O-])=O.[K+].[K+], predict the reaction product. The product is: [Br:3][C:4]1[C:5]([N:24]([CH3:29])[S:25]([CH3:28])(=[O:26])=[O:27])=[CH:6][C:7]2[O:11][C:10]([C:12]3[CH:13]=[CH:14][C:15]([F:18])=[CH:16][CH:17]=3)=[C:9]([C:19]([NH:21][CH3:22])=[O:20])[C:8]=2[CH:23]=1.